Dataset: Forward reaction prediction with 1.9M reactions from USPTO patents (1976-2016). Task: Predict the product of the given reaction. Given the reactants C[N:2](C(ON1N=NC2C=CC=NC1=2)=[N+](C)C)C.F[P-](F)(F)(F)(F)F.[C:25]([O:29][C:30]([N:32]1[CH2:37][CH2:36][CH2:35][CH2:34][C@H:33]1[C:38]([OH:40])=O)=[O:31])([CH3:28])([CH3:27])[CH3:26].[Cl-].[NH4+].CCN(C(C)C)C(C)C, predict the reaction product. The product is: [NH2:2][C:38]([C@@H:33]1[CH2:34][CH2:35][CH2:36][CH2:37][N:32]1[C:30]([O:29][C:25]([CH3:28])([CH3:27])[CH3:26])=[O:31])=[O:40].